From a dataset of Cav3 T-type calcium channel HTS with 100,875 compounds. Binary Classification. Given a drug SMILES string, predict its activity (active/inactive) in a high-throughput screening assay against a specified biological target. (1) The drug is O=C(N1CCN(CC1)C(=O)c1occc1)COC(=O)c1c(C(=O)c2ccccc2)cccc1. The result is 0 (inactive). (2) The molecule is Clc1c(S(=O)(=O)NC2CCCC2)cc(OCC(=O)NC2CCCCC2)c(c1)C. The result is 0 (inactive). (3) The drug is Clc1ccc(n2c(nnc2SCC(OC(C)C)=O)c2nccnc2)cc1. The result is 0 (inactive). (4) The drug is S1\C(N(CC(=O)NC2CCCCC2)C(=O)C1)=C/C(OCC)=O. The result is 0 (inactive). (5) The result is 0 (inactive). The molecule is s1c2n(nc1c1occc1)c(nn2)c1cccnc1.